Dataset: Forward reaction prediction with 1.9M reactions from USPTO patents (1976-2016). Task: Predict the product of the given reaction. (1) Given the reactants [Cl:1][C:2]1[CH:7]=[CH:6][C:5]([NH2:8])=[CH:4][C:3]=1[C:9]1[N:13]([CH3:14])[C:12]2[CH:15]=[CH:16][C:17]([CH3:19])=[CH:18][C:11]=2[N:10]=1.N1C=CC=CC=1.Cl[C:27]([O:29][CH3:30])=[O:28], predict the reaction product. The product is: [CH3:30][O:29][C:27](=[O:28])[NH:8][C:5]1[CH:6]=[CH:7][C:2]([Cl:1])=[C:3]([C:9]2[N:13]([CH3:14])[C:12]3[CH:15]=[CH:16][C:17]([CH3:19])=[CH:18][C:11]=3[N:10]=2)[CH:4]=1. (2) Given the reactants F[C:2]1[C:7](F)=[CH:6][C:5]([C:9]2[CH:14]=[CH:13][N:12]=[CH:11][C:10]=2[N:15](CCS(C)(=O)=O)[C:16](=O)C2C=C(C(F)(F)F)N=C(C(F)(F)F)C=2)=[C:4](OC)[CH:3]=1.C1(B(O)O)C=CC=CC=1.C([O-])([O-])=O.[Na+].[Na+].C1(P(C2C=CC=CC=2)C2C=CC=CC=2)C=CC=CC=1.C([O-])(O)=O.[Na+], predict the reaction product. The product is: [CH3:16][NH:15][C:10]1[CH:11]=[N:12][CH:13]=[CH:14][C:9]=1[C:5]1[CH:4]=[CH:3][CH:2]=[CH:7][CH:6]=1. (3) The product is: [C:39]([O:43][C:44]([N:46]1[CH2:51][CH2:50][C:49]([C:52](=[O:53])[NH:38][CH2:37][CH2:36][C:33]2[CH:34]=[CH:35][C:30]([CH2:28][CH3:29])=[CH:31][CH:32]=2)([CH2:55][C:56]2[CH:61]=[CH:60][CH:59]=[CH:58][C:57]=2[F:62])[CH2:48][CH2:47]1)=[O:45])([CH3:41])([CH3:42])[CH3:40]. Given the reactants F[P-](F)(F)(F)(F)F.N1(O[P+](N(C)C)(N(C)C)N(C)C)C2C=CC=CC=2N=N1.[CH2:28]([C:30]1[CH:35]=[CH:34][C:33]([CH2:36][CH2:37][NH2:38])=[CH:32][CH:31]=1)[CH3:29].[C:39]([O:43][C:44]([N:46]1[CH2:51][CH2:50][C:49]([CH2:55][C:56]2[CH:61]=[CH:60][CH:59]=[CH:58][C:57]=2[F:62])([C:52](O)=[O:53])[CH2:48][CH2:47]1)=[O:45])([CH3:42])([CH3:41])[CH3:40].C(N(CC)CC)C, predict the reaction product. (4) Given the reactants [Li+].[BH4-].C([O:5][C:6](=O)[CH2:7][CH2:8][C:9]1[CH:14]=[CH:13][C:12]([C:15]#[N:16])=[CH:11][CH:10]=1)C.CO, predict the reaction product. The product is: [OH:5][CH2:6][CH2:7][CH2:8][C:9]1[CH:10]=[CH:11][C:12]([C:15]#[N:16])=[CH:13][CH:14]=1. (5) The product is: [NH2:1][C:2]1[CH:3]=[C:4]2[C:25](=[CH:26][CH:27]=1)[CH2:24][C:6]1([C:14]3[C:9](=[N:10][CH:11]=[CH:12][CH:13]=3)[NH:8][C:7]1=[O:23])[CH2:5]2. Given the reactants [NH2:1][C:2]1[CH:3]=[C:4]2[C:25](=[CH:26][CH:27]=1)[CH2:24][C:6]1([C:14]3[C:9](=[N:10][CH:11]=[CH:12][CH:13]=3)[N:8](COCC[Si](C)(C)C)[C:7]1=[O:23])[CH2:5]2.Cl.C(N)CN.[OH-].[Na+], predict the reaction product. (6) Given the reactants [Br:1][C:2]1[C:3]([SH:12])=[N:4][C:5]([C:8]([F:11])([F:10])[F:9])=[CH:6][CH:7]=1.Br[CH:14]1[CH2:19][CH2:18][O:17][CH2:16][CH2:15]1, predict the reaction product. The product is: [Br:1][C:2]1[C:3]([S:12][CH:14]2[CH2:19][CH2:18][O:17][CH2:16][CH2:15]2)=[N:4][C:5]([C:8]([F:11])([F:10])[F:9])=[CH:6][CH:7]=1. (7) Given the reactants [NH2:1][C:2]1[N:11]=[C:10]2[C:5]([C:6](=O)[CH:7]=[C:8]([CH:12]([CH3:14])[CH3:13])[NH:9]2)=[CH:4][CH:3]=1.P(Br)(Br)([Br:18])=O.C(=O)(O)[O-].[Na+], predict the reaction product. The product is: [Br:18][C:6]1[CH:7]=[C:8]([CH:12]([CH3:14])[CH3:13])[N:9]=[C:10]2[C:5]=1[CH:4]=[CH:3][C:2]([NH2:1])=[N:11]2.